This data is from Full USPTO retrosynthesis dataset with 1.9M reactions from patents (1976-2016). The task is: Predict the reactants needed to synthesize the given product. (1) The reactants are: Cl[C:2]1[O:3][C:4]2[C:5](=[C:7]([C:11]#[N:12])[CH:8]=[CH:9][CH:10]=2)[N:6]=1.[F:13][C:14]1[CH:19]=[CH:18][C:17]([C:20]2[O:21][C:22]3[CH:32]=[C:31]([N:33]([CH3:38])[S:34]([CH3:37])(=[O:36])=[O:35])[C:30]([C@@H:39]4[CH2:44][CH2:43][CH2:42][NH:41][CH2:40]4)=[CH:29][C:23]=3[C:24]=2[C:25]([NH:27][CH3:28])=[O:26])=[CH:16][CH:15]=1.C([O-])([O-])=O.[K+].[K+]. Given the product [C:11]([C:7]1[C:5]2[N:6]=[C:2]([N:41]3[CH2:42][CH2:43][CH2:44][C@@H:39]([C:30]4[C:31]([N:33]([CH3:38])[S:34]([CH3:37])(=[O:35])=[O:36])=[CH:32][C:22]5[O:21][C:20]([C:17]6[CH:16]=[CH:15][C:14]([F:13])=[CH:19][CH:18]=6)=[C:24]([C:25]([NH:27][CH3:28])=[O:26])[C:23]=5[CH:29]=4)[CH2:40]3)[O:3][C:4]=2[CH:10]=[CH:9][CH:8]=1)#[N:12], predict the reactants needed to synthesize it. (2) Given the product [Br:1][C:2]1[CH:3]=[C:4]([NH:14][C:18]2[C:27]3[C:22](=[CH:23][C:24]([F:29])=[CH:25][C:26]=3[F:28])[N:21]=[C:20]([C:30]3[CH:35]=[CH:34][CH:33]=[CH:32][N:31]=3)[C:19]=2[CH3:36])[C:5]([N:8]2[CH2:13][CH2:12][O:11][CH2:10][CH2:9]2)=[N:6][CH:7]=1, predict the reactants needed to synthesize it. The reactants are: [Br:1][C:2]1[CH:3]=[C:4]([NH2:14])[C:5]([N:8]2[CH2:13][CH2:12][O:11][CH2:10][CH2:9]2)=[N:6][CH:7]=1.[H-].[Na+].Cl[C:18]1[C:27]2[C:22](=[CH:23][C:24]([F:29])=[CH:25][C:26]=2[F:28])[N:21]=[C:20]([C:30]2[CH:35]=[CH:34][CH:33]=[CH:32][N:31]=2)[C:19]=1[CH3:36].C(=O)([O-])[O-].[Na+].[Na+]. (3) Given the product [CH3:30][C:27]1[CH:28]=[CH:29][N:16]2[C:17]=1[C:18](=[O:26])[N:19]([C:20]1[CH:25]=[CH:24][CH:23]=[CH:22][CH:21]=1)[C:14]([C@@H:12]([NH:11][C:9]1[C:10]3[C:2]([C:49]4[CH:48]=[C:47]([NH:60][S:61]([CH3:64])(=[O:63])=[O:62])[CH:46]=[C:45]([N:42]5[CH2:41][CH2:40][O:39][CH2:44][CH2:43]5)[CH:50]=4)=[CH:3][N:4]([CH2:31][O:32][CH2:33][CH2:34][Si:35]([CH3:36])([CH3:37])[CH3:38])[C:5]=3[N:6]=[CH:7][N:8]=1)[CH3:13])=[N:15]2, predict the reactants needed to synthesize it. The reactants are: Br[C:2]1[C:10]2[C:9]([NH:11][C@H:12]([C:14]3[N:19]([C:20]4[CH:25]=[CH:24][CH:23]=[CH:22][CH:21]=4)[C:18](=[O:26])[C:17]4=[C:27]([CH3:30])[CH:28]=[CH:29][N:16]4[N:15]=3)[CH3:13])=[N:8][CH:7]=[N:6][C:5]=2[N:4]([CH2:31][O:32][CH2:33][CH2:34][Si:35]([CH3:38])([CH3:37])[CH3:36])[CH:3]=1.[O:39]1[CH2:44][CH2:43][N:42]([C:45]2[CH:46]=[C:47]([NH:60][S:61]([CH3:64])(=[O:63])=[O:62])[CH:48]=[C:49](B3OC(C)(C)C(C)(C)O3)[CH:50]=2)[CH2:41][CH2:40]1.C(=O)([O-])[O-].[Na+].[Na+]. (4) Given the product [CH3:33][N:32]([CH3:36])[CH2:29][CH2:30][N:8]1[C:9]2[C:4](=[CH:3][C:2]([CH3:1])=[CH:11][CH:10]=2)[C:5]([N:15]2[CH2:16][CH2:17][N:18]([C:21]([C:23]3[S:24][CH:25]=[CH:26][CH:27]=3)=[O:22])[CH2:19][CH2:20]2)=[C:6]([C:13]#[N:14])[C:7]1=[O:12], predict the reactants needed to synthesize it. The reactants are: [CH3:1][C:2]1[CH:3]=[C:4]2[C:9](=[CH:10][CH:11]=1)[NH:8][C:7](=[O:12])[C:6]([C:13]#[N:14])=[C:5]2[N:15]1[CH2:20][CH2:19][N:18]([C:21]([C:23]2[S:24][CH:25]=[CH:26][CH:27]=2)=[O:22])[CH2:17][CH2:16]1.Cl.[CH:29]([N:32]([CH:36](C)C)[CH2:33]CCl)(C)[CH3:30].C(=O)([O-])[O-].[K+].[K+]. (5) Given the product [F:21][C:18]1[CH:19]=[CH:20][C:15]([CH2:14][N:11]([C:8]2[CH:9]=[CH:10][C:5]([F:4])=[CH:6][CH:7]=2)[NH2:12])=[CH:16][CH:17]=1, predict the reactants needed to synthesize it. The reactants are: [NH2-].[Na+].Cl.[F:4][C:5]1[CH:10]=[CH:9][C:8]([NH:11][NH2:12])=[CH:7][CH:6]=1.Br[CH2:14][C:15]1[CH:20]=[CH:19][C:18]([F:21])=[CH:17][CH:16]=1. (6) Given the product [NH2:19][C:2]1[CH:7]=[CH:6][C:5]([N+:8]([O-:10])=[O:9])=[CH:4][C:3]=1[S:11]([NH2:14])(=[O:13])=[O:12], predict the reactants needed to synthesize it. The reactants are: Cl[C:2]1[CH:7]=[CH:6][C:5]([N+:8]([O-:10])=[O:9])=[CH:4][C:3]=1[S:11]([NH2:14])(=[O:13])=[O:12].C(=O)([O-])[O-].[NH4+:19].[NH4+].[OH-].[NH4+].